This data is from Full USPTO retrosynthesis dataset with 1.9M reactions from patents (1976-2016). The task is: Predict the reactants needed to synthesize the given product. (1) Given the product [OH:1][C:2]1[C:7]([OH:8])=[CH:6][C:5]([C:10]#[N:11])=[C:4]([C:12]2[CH:17]=[CH:16][CH:15]=[C:14]([C:18]([N:20]3[CH2:21][CH2:22][O:23][CH2:24][CH2:25]3)=[O:19])[CH:13]=2)[C:3]=1[C:26]#[N:27], predict the reactants needed to synthesize it. The reactants are: [OH:1][C:2]1[C:7]([O:8]C)=[CH:6][C:5]([C:10]#[N:11])=[C:4]([C:12]2[CH:17]=[CH:16][CH:15]=[C:14]([C:18]([N:20]3[CH2:25][CH2:24][O:23][CH2:22][CH2:21]3)=[O:19])[CH:13]=2)[C:3]=1[C:26]#[N:27].B(Br)(Br)Br.CO. (2) Given the product [Br-:11].[CH2:1]([N+:3]([CH2:9][CH3:10])([CH2:7][CH3:8])[CH2:4][CH2:5][OH:6])[CH3:2], predict the reactants needed to synthesize it. The reactants are: [CH2:1]([N:3]([CH2:7][CH3:8])[CH2:4][CH2:5][OH:6])[CH3:2].[CH2:9]([Br:11])[CH3:10]. (3) Given the product [C:23]([NH:26][C:15]1[CH:14]=[C:13]([N:11]2[CH:12]=[C:8]([C:3]3[CH:4]=[CH:5][CH:6]=[CH:7][C:2]=3[Cl:1])[C:9]([C:20]([NH2:22])=[O:21])=[CH:10]2)[CH:18]=[CH:17][N:16]=1)(=[O:25])[CH3:24], predict the reactants needed to synthesize it. The reactants are: [Cl:1][C:2]1[CH:7]=[CH:6][CH:5]=[CH:4][C:3]=1[C:8]1[C:9]([C:20]([NH2:22])=[O:21])=[CH:10][N:11]([C:13]2[CH:18]=[CH:17][N:16]=[C:15](Cl)[CH:14]=2)[CH:12]=1.[C:23]([NH2:26])(=[O:25])[CH3:24].CC1(C)C2C(=C(P(C3C=CC=CC=3)C3C=CC=CC=3)C=CC=2)OC2C(P(C3C=CC=CC=3)C3C=CC=CC=3)=CC=CC1=2.C(=O)([O-])[O-].[Cs+].[Cs+].